This data is from NCI-60 drug combinations with 297,098 pairs across 59 cell lines. The task is: Regression. Given two drug SMILES strings and cell line genomic features, predict the synergy score measuring deviation from expected non-interaction effect. (1) Drug 1: C1CCN(CC1)CCOC2=CC=C(C=C2)C(=O)C3=C(SC4=C3C=CC(=C4)O)C5=CC=C(C=C5)O. Drug 2: CNC(=O)C1=NC=CC(=C1)OC2=CC=C(C=C2)NC(=O)NC3=CC(=C(C=C3)Cl)C(F)(F)F. Cell line: SR. Synergy scores: CSS=33.7, Synergy_ZIP=-0.539, Synergy_Bliss=-6.93, Synergy_Loewe=-6.99, Synergy_HSA=-7.16. (2) Drug 1: C1=NC2=C(N1)C(=S)N=C(N2)N. Drug 2: CC1C(C(CC(O1)OC2CC(CC3=C2C(=C4C(=C3O)C(=O)C5=C(C4=O)C(=CC=C5)OC)O)(C(=O)CO)O)N)O.Cl. Cell line: HS 578T. Synergy scores: CSS=50.3, Synergy_ZIP=-6.62, Synergy_Bliss=-5.82, Synergy_Loewe=-3.25, Synergy_HSA=-1.11. (3) Drug 1: CNC(=O)C1=NC=CC(=C1)OC2=CC=C(C=C2)NC(=O)NC3=CC(=C(C=C3)Cl)C(F)(F)F. Drug 2: CC(C)NC(=O)C1=CC=C(C=C1)CNNC.Cl. Cell line: HCC-2998. Synergy scores: CSS=3.07, Synergy_ZIP=3.42, Synergy_Bliss=1.47, Synergy_Loewe=-11.3, Synergy_HSA=-5.80.